Task: Regression. Given two drug SMILES strings and cell line genomic features, predict the synergy score measuring deviation from expected non-interaction effect.. Dataset: NCI-60 drug combinations with 297,098 pairs across 59 cell lines (1) Drug 1: CNC(=O)C1=CC=CC=C1SC2=CC3=C(C=C2)C(=NN3)C=CC4=CC=CC=N4. Drug 2: CC1=C(C=C(C=C1)C(=O)NC2=CC(=CC(=C2)C(F)(F)F)N3C=C(N=C3)C)NC4=NC=CC(=N4)C5=CN=CC=C5. Cell line: HL-60(TB). Synergy scores: CSS=-0.510, Synergy_ZIP=1.11, Synergy_Bliss=-3.64, Synergy_Loewe=-15.6, Synergy_HSA=-12.3. (2) Drug 1: C1=CC(=CC=C1CCC2=CNC3=C2C(=O)NC(=N3)N)C(=O)NC(CCC(=O)O)C(=O)O. Drug 2: C(CN)CNCCSP(=O)(O)O. Cell line: HOP-92. Synergy scores: CSS=5.97, Synergy_ZIP=0.223, Synergy_Bliss=0.547, Synergy_Loewe=-12.4, Synergy_HSA=-0.926. (3) Cell line: HCT116. Synergy scores: CSS=5.13, Synergy_ZIP=-8.83, Synergy_Bliss=-13.1, Synergy_Loewe=-32.0, Synergy_HSA=-13.3. Drug 2: C#CCC(CC1=CN=C2C(=N1)C(=NC(=N2)N)N)C3=CC=C(C=C3)C(=O)NC(CCC(=O)O)C(=O)O. Drug 1: CC12CCC(CC1=CCC3C2CCC4(C3CC=C4C5=CN=CC=C5)C)O. (4) Drug 1: CC1=C2C(C(=O)C3(C(CC4C(C3C(C(C2(C)C)(CC1OC(=O)C(C(C5=CC=CC=C5)NC(=O)OC(C)(C)C)O)O)OC(=O)C6=CC=CC=C6)(CO4)OC(=O)C)O)C)O. Drug 2: CN(CC1=CN=C2C(=N1)C(=NC(=N2)N)N)C3=CC=C(C=C3)C(=O)NC(CCC(=O)O)C(=O)O. Cell line: KM12. Synergy scores: CSS=29.6, Synergy_ZIP=1.66, Synergy_Bliss=0.670, Synergy_Loewe=-15.9, Synergy_HSA=-1.76. (5) Synergy scores: CSS=-2.31, Synergy_ZIP=0.838, Synergy_Bliss=-1.86, Synergy_Loewe=-5.08, Synergy_HSA=-6.12. Drug 1: CC1=CC2C(CCC3(C2CCC3(C(=O)C)OC(=O)C)C)C4(C1=CC(=O)CC4)C. Drug 2: C1CNP(=O)(OC1)N(CCCl)CCCl. Cell line: MALME-3M. (6) Drug 1: CC(C1=C(C=CC(=C1Cl)F)Cl)OC2=C(N=CC(=C2)C3=CN(N=C3)C4CCNCC4)N. Drug 2: CC(C)CN1C=NC2=C1C3=CC=CC=C3N=C2N. Cell line: CAKI-1. Synergy scores: CSS=0.886, Synergy_ZIP=-5.23, Synergy_Bliss=-9.54, Synergy_Loewe=-14.1, Synergy_HSA=-9.10.